From a dataset of Catalyst prediction with 721,799 reactions and 888 catalyst types from USPTO. Predict which catalyst facilitates the given reaction. (1) Reactant: [CH:1]1([C@H:4]([NH:7][C@H:8]([C:10]2[CH:15]=[CH:14][CH:13]=[CH:12][CH:11]=2)[CH3:9])[CH2:5][OH:6])[CH2:3][CH2:2]1.[H-].[Na+].[CH3:18]I. Product: [CH:1]1([C@H:4]([NH:7][C@H:8]([C:10]2[CH:11]=[CH:12][CH:13]=[CH:14][CH:15]=2)[CH3:9])[CH2:5][O:6][CH3:18])[CH2:3][CH2:2]1. The catalyst class is: 1. (2) Reactant: C([O:5][C:6](=[O:40])[CH:7]([N:15]([C:30](=[O:39])[C:31]1[CH:36]=[CH:35][C:34]([Cl:37])=[CH:33][C:32]=1[Cl:38])[CH2:16][C:17]1[S:18][CH:19]=[CH:20][C:21]=1[C:22]1[CH:27]=[C:26]([F:28])[CH:25]=[C:24]([F:29])[CH:23]=1)[CH2:8][C:9]1[CH:14]=[CH:13][CH:12]=[CH:11][CH:10]=1)(C)(C)C.FC(F)(F)C(O)=O. Product: [Cl:38][C:32]1[CH:33]=[C:34]([Cl:37])[CH:35]=[CH:36][C:31]=1[C:30]([N:15]([CH2:16][C:17]1[S:18][CH:19]=[CH:20][C:21]=1[C:22]1[CH:23]=[C:24]([F:29])[CH:25]=[C:26]([F:28])[CH:27]=1)[CH:7]([CH2:8][C:9]1[CH:10]=[CH:11][CH:12]=[CH:13][CH:14]=1)[C:6]([OH:40])=[O:5])=[O:39]. The catalyst class is: 4.